From a dataset of Reaction yield outcomes from USPTO patents with 853,638 reactions. Predict the reaction yield, written as a fraction of the theoretical maximum amount of product (1.0 means a 100% yield; for example, 0.34 means a 34% yield). (1) The reactants are [OH:1][C:2]1[CH:3]=[C:4]2[C:9](=[CH:10][CH:11]=1)[C@H:8]([C:12]([O:14][CH3:15])=[O:13])[N:7]([C:16]([O:18][C:19]([CH3:22])([CH3:21])[CH3:20])=[O:17])[CH2:6][CH2:5]2.Br[CH2:24][C:25]1[C:30]([F:31])=[C:29]([Cl:32])[CH:28]=[CH:27][C:26]=1[F:33].C([O-])([O-])=O.[Cs+].[Cs+]. The catalyst is CC(C)=O. The product is [Cl:32][C:29]1[C:30]([F:31])=[C:25]([C:26]([F:33])=[CH:27][CH:28]=1)[CH2:24][O:1][C:2]1[CH:3]=[C:4]2[C:9](=[CH:10][CH:11]=1)[C@H:8]([C:12]([O:14][CH3:15])=[O:13])[N:7]([C:16]([O:18][C:19]([CH3:22])([CH3:21])[CH3:20])=[O:17])[CH2:6][CH2:5]2. The yield is 0.970. (2) The reactants are [CH3:1][O:2][C:3]1[CH:12]=[C:11]2[C:6]([C:7]([CH2:14][N:15]3[C:21](=[O:22])[C@@H:20]([NH:23][C:24](=[O:36])[C@@H:25]([N:27](C)[C:28](=O)OC(C)(C)C)[CH3:26])[C@H:19]([CH3:37])[N:18]([C:38](=[O:44])[CH2:39][S:40]([CH3:43])(=[O:42])=[O:41])[C:17]4[CH:45]=[CH:46][CH:47]=[CH:48][C:16]3=4)=[CH:8][C:9](=[O:13])[O:10]2)=[CH:5][CH:4]=1.[C:49]([OH:55])([C:51]([F:54])([F:53])[F:52])=[O:50]. The catalyst is C(Cl)Cl. The product is [F:52][C:51]([F:54])([F:53])[C:49]([OH:55])=[O:50].[CH3:1][O:2][C:3]1[CH:12]=[C:11]2[C:6]([C:7]([CH2:14][N:15]3[C:21](=[O:22])[C@@H:20]([NH:23][C:24](=[O:36])[C@@H:25]([NH:27][CH3:28])[CH3:26])[C@H:19]([CH3:37])[N:18]([C:38](=[O:44])[CH2:39][S:40]([CH3:43])(=[O:42])=[O:41])[C:17]4[CH:45]=[CH:46][CH:47]=[CH:48][C:16]3=4)=[CH:8][C:9](=[O:13])[O:10]2)=[CH:5][CH:4]=1. The yield is 0.950. (3) The reactants are Cl.[NH2:2][C@@H:3]([CH2:24][CH:25]1[CH2:30][CH2:29][CH2:28][CH2:27][CH2:26]1)[C:4]([NH:6][C@H:7]1[CH2:13][CH2:12][CH2:11][N:10]([S:14]([C:17]2[CH:22]=[CH:21][CH:20]=[CH:19][N:18]=2)(=[O:16])=[O:15])[CH2:9][C@@H:8]1[OH:23])=[O:5].[O:31]1[CH:35]=[CH:34][CH:33]=[C:32]1[S:36](Cl)(=[O:38])=[O:37].CC(OI1(OC(C)=O)(OC(C)=O)OC(=O)C2C=CC=CC1=2)=O. No catalyst specified. The product is [CH:25]1([CH2:24][C@H:3]([NH:2][S:36]([C:32]2[O:31][CH:35]=[CH:34][CH:33]=2)(=[O:38])=[O:37])[C:4]([NH:6][C@H:7]2[CH2:13][CH2:12][CH2:11][N:10]([S:14]([C:17]3[CH:22]=[CH:21][CH:20]=[CH:19][N:18]=3)(=[O:15])=[O:16])[CH2:9][C:8]2=[O:23])=[O:5])[CH2:30][CH2:29][CH2:28][CH2:27][CH2:26]1. The yield is 0.190. (4) The reactants are N[C:2]1[C:3]([O:12][CH3:13])=[C:4]([CH:9]=[CH:10][CH:11]=1)[C:5]([O:7]C)=[O:6].N([O-])=O.[Na+].[S:18](=[O:20])=[O:19].[Cl:21][C:22]1[CH:29]=[CH:28][C:25]([NH:26][CH3:27])=[CH:24][CH:23]=1. The catalyst is Cl.C(O)(=O)C.O.N1C=CC=CC=1.C(Cl)Cl.[Cu]Cl.[Cu]. The product is [Cl:21][C:22]1[CH:29]=[CH:28][C:25]([N:26]([CH3:27])[S:18]([C:2]2[C:3]([O:12][CH3:13])=[C:4]([CH:9]=[CH:10][CH:11]=2)[C:5]([OH:7])=[O:6])(=[O:20])=[O:19])=[CH:24][CH:23]=1. The yield is 0.720. (5) The yield is 0.710. The reactants are Cl.[CH3:2][O:3][CH2:4][C:5](=[NH:7])[NH2:6].C[O-].[Na+].[C:11]([C:13]1[CH:18]=[CH:17][CH:16]=[CH:15][C:14]=1[C:19]1[CH:24]=[CH:23][C:22]([CH2:25][CH:26]([C:31](=O)[CH2:32][CH2:33][CH2:34][CH3:35])[C:27](OC)=[O:28])=[CH:21][CH:20]=1)#[N:12]. The catalyst is CO.O1CCOCC1. The product is [CH2:32]([C:31]1[N:7]=[C:5]([CH2:4][O:3][CH3:2])[NH:6][C:27](=[O:28])[C:26]=1[CH2:25][C:22]1[CH:21]=[CH:20][C:19]([C:14]2[C:13]([C:11]#[N:12])=[CH:18][CH:17]=[CH:16][CH:15]=2)=[CH:24][CH:23]=1)[CH2:33][CH2:34][CH3:35]. (6) The reactants are [O:1]1[CH:5]=[CH:4][CH:3]=[C:2]1[C:6]1[C:7]2[NH:15][N:14]=[N:13][C:8]=2[N:9]=[C:10]([NH2:12])[N:11]=1.[H-].[Na+].C[Si](C)(C)CCOC[O:24][C:25]1[CH:32]=[CH:31][C:28]([CH2:29]Br)=[CH:27][CH:26]=1. The catalyst is CN(C=O)C. The product is [OH:24][C:25]1[CH:32]=[CH:31][C:28]([CH2:29][N:13]2[C:8]3[N:9]=[C:10]([NH2:12])[N:11]=[C:6]([C:2]4[O:1][CH:5]=[CH:4][CH:3]=4)[C:7]=3[N:15]=[N:14]2)=[CH:27][CH:26]=1. The yield is 0.0700. (7) The reactants are Br[C:2]1[N:7]=[C:6]([Cl:8])[C:5]([C:9]2([CH2:12][OH:13])[CH2:11][CH2:10]2)=[CH:4][CH:3]=1.[F:14][C:15]1[CH:20]=[CH:19][C:18]([C:21]2[O:22][C:23]3[CH:33]=[C:32]([N:34]([CH3:39])[S:35]([CH3:38])(=[O:37])=[O:36])[C:31](B(O)O)=[CH:30][C:24]=3[C:25]=2[C:26](=[O:29])[NH:27][CH3:28])=[CH:17][CH:16]=1.C([O-])([O-])=O.[K+].[K+]. The catalyst is O1CCOCC1.O.C1C=CC(P(C2C=CC=CC=2)[C-]2C=CC=C2)=CC=1.C1C=CC(P(C2C=CC=CC=2)[C-]2C=CC=C2)=CC=1.Cl[Pd]Cl.[Fe+2]. The product is [Cl:8][C:6]1[N:7]=[C:2]([C:31]2[C:32]([N:34]([CH3:39])[S:35]([CH3:38])(=[O:37])=[O:36])=[CH:33][C:23]3[O:22][C:21]([C:18]4[CH:19]=[CH:20][C:15]([F:14])=[CH:16][CH:17]=4)=[C:25]([C:26]([NH:27][CH3:28])=[O:29])[C:24]=3[CH:30]=2)[CH:3]=[CH:4][C:5]=1[C:9]1([CH2:12][OH:13])[CH2:11][CH2:10]1. The yield is 0.376.